This data is from Reaction yield outcomes from USPTO patents with 853,638 reactions. The task is: Predict the reaction yield, written as a fraction of the theoretical maximum amount of product (1.0 means a 100% yield; for example, 0.34 means a 34% yield). The reactants are [NH2:1][CH2:2][CH2:3][NH:4][C:5]([C:7]1[CH:8]=[CH:9][C:10]2[N:11]([CH:13]=[C:14]([C:16]([CH3:19])([CH3:18])[CH3:17])[N:15]=2)[CH:12]=1)=[O:6].[C:20]1([N:26]2[CH:30]=[C:29]([C:31](O)=[O:32])[C:28]([C:34]([F:37])([F:36])[F:35])=[N:27]2)[CH:25]=[CH:24][CH:23]=[CH:22][CH:21]=1.C1C=CC2N(O)N=NC=2C=1.O.CCN=C=NCCCN(C)C.Cl.CCN(C(C)C)C(C)C. The catalyst is CN(C=O)C. The product is [C:16]([C:14]1[N:15]=[C:10]2[CH:9]=[CH:8][C:7]([C:5]([NH:4][CH2:3][CH2:2][NH:1][C:31]([C:29]3[C:28]([C:34]([F:37])([F:35])[F:36])=[N:27][N:26]([C:20]4[CH:25]=[CH:24][CH:23]=[CH:22][CH:21]=4)[CH:30]=3)=[O:32])=[O:6])=[CH:12][N:11]2[CH:13]=1)([CH3:19])([CH3:18])[CH3:17]. The yield is 0.150.